This data is from Reaction yield outcomes from USPTO patents with 853,638 reactions. The task is: Predict the reaction yield, written as a fraction of the theoretical maximum amount of product (1.0 means a 100% yield; for example, 0.34 means a 34% yield). (1) The reactants are CO[C:3](=[O:13])[C:4]1[CH:9]=[CH:8][C:7]([Br:10])=[CH:6][C:5]=1[CH2:11]Br.Cl.[NH2:15][CH:16]1[CH2:21][CH2:20][C:19](=[O:22])[NH:18][C:17]1=[O:23].C(N(CC)CC)C. The catalyst is CN(C=O)C. The product is [Br:10][C:7]1[CH:6]=[C:5]2[C:4](=[CH:9][CH:8]=1)[C:3](=[O:13])[N:15]([CH:16]1[CH2:21][CH2:20][C:19](=[O:22])[NH:18][C:17]1=[O:23])[CH2:11]2. The yield is 0.200. (2) The reactants are [C:1]1([NH:7][C:8]2[C:13]([NH2:14])=[C:12]([C:15]3[CH:20]=[CH:19][CH:18]=[CH:17][CH:16]=3)[CH:11]=[CH:10][N:9]=2)[CH:6]=[CH:5][CH:4]=[CH:3][CH:2]=1.[CH:21](O)(C)[CH3:22]. No catalyst specified. The product is [CH3:21][C:22]1[N:7]([C:1]2[CH:6]=[CH:5][CH:4]=[CH:3][CH:2]=2)[C:8]2=[N:9][CH:10]=[CH:11][C:12]([C:15]3[CH:16]=[CH:17][CH:18]=[CH:19][CH:20]=3)=[C:13]2[N:14]=1. The yield is 0.740. (3) The reactants are Br[C:2]1[CH:3]=[CH:4][C:5]([O:8][C:9]2[CH:14]=[CH:13][CH:12]=[CH:11][C:10]=2[F:15])=[N:6][CH:7]=1.[O:16]1CCC[CH2:17]1.C([Li])CCC.CN(C)C=O. The catalyst is O. The product is [F:15][C:10]1[CH:11]=[CH:12][CH:13]=[CH:14][C:9]=1[O:8][C:5]1[N:6]=[CH:7][C:2]([CH:17]=[O:16])=[CH:3][CH:4]=1. The yield is 0.530. (4) The catalyst is C(Cl)Cl.CO.O. The product is [C:13]([O:12][C:10]([N:17]1[CH2:22][CH2:21][CH2:20][C@H:19]([C:23]([NH:9][NH:8][C:5]2[CH:4]=[CH:3][C:2]([F:1])=[CH:7][N:6]=2)=[O:24])[CH2:18]1)=[O:11])([CH3:16])([CH3:15])[CH3:14]. The reactants are [F:1][C:2]1[CH:3]=[CH:4][C:5]([NH:8][NH2:9])=[N:6][CH:7]=1.[C:10]([N:17]1[CH2:22][CH2:21][CH2:20][C@H:19]([C:23](O)=[O:24])[CH2:18]1)([O:12][C:13]([CH3:16])([CH3:15])[CH3:14])=[O:11].C1C=CC2N(O)N=NC=2C=1.C(Cl)CCl. The yield is 0.950. (5) The reactants are [NH2:1][C:2]1[CH:9]=[C:8]([Cl:10])[C:5]([C:6]#[N:7])=[C:4]([Cl:11])[CH:3]=1.[C:12](Cl)(Cl)=[S:13].C(N(CC)CC)C. The catalyst is C1C=CC=CC=1. The product is [Cl:11][C:4]1[CH:3]=[C:2]([N:1]=[C:12]=[S:13])[CH:9]=[C:8]([Cl:10])[C:5]=1[C:6]#[N:7]. The yield is 0.710. (6) The reactants are [Cl:1][C:2]1[CH:3]=[N:4][CH:5]=[C:6]([Cl:10])[C:7]=1[CH:8]=[O:9].[BH4-].[Na+]. The catalyst is CO. The product is [Cl:1][C:2]1[CH:3]=[N:4][CH:5]=[C:6]([Cl:10])[C:7]=1[CH2:8][OH:9]. The yield is 0.780. (7) No catalyst specified. The product is [CH3:16][O:15][N:14]=[C:12]1[CH2:11][C@@H:10]([C:17]2[N:21]=[C:20]([CH2:22][N:23]3[CH2:24][CH2:25][NH:26][CH2:27][CH2:28]3)[O:19][N:18]=2)[N:9]([C:7]([C:4]2[CH:5]=[CH:6][C:1]([C:36]3[CH:41]=[CH:40][CH:39]=[CH:38][CH:37]=3)=[CH:2][CH:3]=2)=[O:8])[CH2:13]1. The reactants are [C:1]1([C:36]2[CH:41]=[CH:40][CH:39]=[CH:38][CH:37]=2)[CH:6]=[CH:5][C:4]([C:7]([N:9]2[CH2:13][C:12](=[N:14][O:15][CH3:16])[CH2:11][C@H:10]2[C:17]2[N:21]=[C:20]([CH2:22][N:23]3[CH2:28][CH2:27][N:26](C(OC(C)(C)C)=O)[CH2:25][CH2:24]3)[O:19][N:18]=2)=[O:8])=[CH:3][CH:2]=1.C(O)(C(F)(F)F)=O.C(Cl)Cl.C(=O)([O-])[O-].[Na+].[Na+]. The yield is 0.850. (8) The reactants are [CH:1]1[C:11]2[CH2:10][CH2:9][C:8]3[CH:12]=[CH:13][CH:14]=[CH:15][C:7]=3[C:6](=[C:16]3[CH2:21][CH2:20][CH2:19][CH:18]([NH:22]C(=O)OCC4C=CC=CC=4)[CH2:17]3)[C:5]=2[CH:4]=[CH:3][CH:2]=1. The catalyst is [Pd].C(OCC)(=O)C.CO.C(O)(=O)C. The product is [CH:12]1[C:8]2[CH2:9][CH2:10][C:11]3[CH:1]=[CH:2][CH:3]=[CH:4][C:5]=3[C:6](=[C:16]3[CH2:21][CH2:20][CH2:19][CH:18]([NH2:22])[CH2:17]3)[C:7]=2[CH:15]=[CH:14][CH:13]=1. The yield is 0.990. (9) The reactants are Br[C:2]1[CH:3]=[N:4][CH:5]=[C:6]([Br:8])[CH:7]=1.C[Si](C)(C)[C:11]#[C:12][CH3:13].C(N(CC)CC)C.[F-].C([N+](CCCC)(CCCC)CCCC)CCC. The catalyst is C1(C)C=CC=CC=1.[Cu]I.C1C=CC([P]([Pd]([P](C2C=CC=CC=2)(C2C=CC=CC=2)C2C=CC=CC=2)([P](C2C=CC=CC=2)(C2C=CC=CC=2)C2C=CC=CC=2)[P](C2C=CC=CC=2)(C2C=CC=CC=2)C2C=CC=CC=2)(C2C=CC=CC=2)C2C=CC=CC=2)=CC=1.O. The product is [Br:8][C:6]1[CH:5]=[N:4][CH:3]=[C:2]([C:11]#[C:12][CH3:13])[CH:7]=1. The yield is 0.660.